This data is from Catalyst prediction with 721,799 reactions and 888 catalyst types from USPTO. The task is: Predict which catalyst facilitates the given reaction. Reactant: [CH3:1][NH:2][C:3]([C:5]1[C:6]2[C:7]([CH2:15][CH2:16][O:17][Si](C(C)(C)C)(C)C)=[CH:8][NH:9][C:10]=2[C:11]([CH3:14])=[CH:12][CH:13]=1)=[O:4].[C:25]([CH2:30][C:31]([O:33][CH2:34][CH3:35])=[O:32])(=O)[CH2:26][CH2:27][CH3:28].B(F)(F)F.CCOCC. Product: [CH2:34]([O:33][C:31](=[O:32])[CH2:30][C:25]1([CH2:26][CH2:27][CH3:28])[C:8]2[NH:9][C:10]3[C:6]([C:7]=2[CH2:15][CH2:16][O:17]1)=[C:5]([C:3](=[O:4])[NH:2][CH3:1])[CH:13]=[CH:12][C:11]=3[CH3:14])[CH3:35]. The catalyst class is: 2.